From a dataset of Catalyst prediction with 721,799 reactions and 888 catalyst types from USPTO. Predict which catalyst facilitates the given reaction. (1) Reactant: [C:1]([CH2:4][C:5]1[CH:10]=[C:9]([F:11])[CH:8]=[CH:7][C:6]=1[S:12]([NH:15][C:16]1[C:25]([C:26]([O:28][CH3:29])=[O:27])=[C:24]2[C:19]([CH:20]3[CH2:30][CH:21]3[CH2:22][O:23]2)=[CH:18][CH:17]=1)(=[O:14])=[O:13])(O)=[O:2].CCN=C=[N:35][CH2:36][CH2:37][CH2:38][N:39]([CH3:41])[CH3:40].[CH2:42](N(CC)CC)C. Product: [CH2:41]([N:39]1[CH2:38][CH2:37][C@H:36]([NH:35][C:1]([CH2:4][C:5]2[CH:10]=[C:9]([F:11])[CH:8]=[CH:7][C:6]=2[S:12]([NH:15][C:16]2[C:25]([C:26]([O:28][CH3:29])=[O:27])=[C:24]3[C:19]([CH:20]4[CH2:30][CH:21]4[CH2:22][O:23]3)=[CH:18][CH:17]=2)(=[O:13])=[O:14])=[O:2])[CH2:40]1)[CH3:42]. The catalyst class is: 2. (2) Reactant: [H-].[Na+].[O:3]=[C:4]([CH3:15])[CH:5](P(=O)(OCC)OCC)[CH3:6].[CH:16]1([CH:19]=O)[CH2:18][CH2:17]1. Product: [CH:16]1(/[CH:19]=[C:5](\[CH3:6])/[C:4](=[O:3])[CH3:15])[CH2:18][CH2:17]1. The catalyst class is: 1. (3) Reactant: [CH:1]1([C:4]2[CH:9]=[CH:8][N:7]=[CH:6][C:5]=2[N:10]2[CH2:14][CH2:13][NH:12][C:11]2=[O:15])[CH2:3][CH2:2]1.Cl[C:17]1[CH:22]=[CH:21][N:20]=[C:19]([C:23]([F:26])([F:25])[F:24])[N:18]=1.CN[C@@H]1CCCC[C@H]1NC.P([O-])([O-])([O-])=O.[K+].[K+].[K+]. Product: [CH:1]1([C:4]2[CH:9]=[CH:8][N:7]=[CH:6][C:5]=2[N:10]2[CH2:14][CH2:13][N:12]([C:17]3[CH:22]=[CH:21][N:20]=[C:19]([C:23]([F:26])([F:25])[F:24])[N:18]=3)[C:11]2=[O:15])[CH2:3][CH2:2]1. The catalyst class is: 246. (4) Reactant: [ClH:1].C(OC([NH:9][C:10]1[CH:11]=[CH:12][C:13]([P:26]([O:31][CH2:32][CH3:33])([O:28][CH2:29][CH3:30])=[O:27])=[C:14]([CH:25]=1)[CH2:15][N:16](C)[C:17](=O)OC(C)(C)C)=O)(C)(C)C. Product: [ClH:1].[CH2:32]([O:31][P:26]([C:13]1[CH:12]=[CH:11][C:10]([NH2:9])=[CH:25][C:14]=1[CH2:15][NH:16][CH3:17])(=[O:27])[O:28][CH2:29][CH3:30])[CH3:33]. The catalyst class is: 12. (5) Product: [C:4]([C:3]1[C:2]([NH:1][C:42]([NH:41][CH2:39][CH3:40])=[O:43])=[N:9][C:8]([C:10]2[CH:11]=[CH:12][C:13]([CH2:16][N:17]3[CH2:18][CH2:19][CH:20]([N:23]4[C:27]5[CH:28]=[CH:29][CH:30]=[CH:31][C:26]=5[NH:25][C:24]4=[O:32])[CH2:21][CH2:22]3)=[CH:14][CH:15]=2)=[C:7]([C:33]2[CH:38]=[CH:37][CH:36]=[CH:35][CH:34]=2)[CH:6]=1)#[N:5]. The catalyst class is: 1. Reactant: [NH2:1][C:2]1[N:9]=[C:8]([C:10]2[CH:15]=[CH:14][C:13]([CH2:16][N:17]3[CH2:22][CH2:21][CH:20]([N:23]4[C:27]5[CH:28]=[CH:29][CH:30]=[CH:31][C:26]=5[NH:25][C:24]4=[O:32])[CH2:19][CH2:18]3)=[CH:12][CH:11]=2)[C:7]([C:33]2[CH:38]=[CH:37][CH:36]=[CH:35][CH:34]=2)=[CH:6][C:3]=1[C:4]#[N:5].[CH2:39]([N:41]=[C:42]=[O:43])[CH3:40].